This data is from Full USPTO retrosynthesis dataset with 1.9M reactions from patents (1976-2016). The task is: Predict the reactants needed to synthesize the given product. (1) Given the product [NH2:1][C:2]1[C:7]([C:8]([OH:10])=[O:9])=[C:6]([C:13]2[CH:18]=[C:17]([O:19][CH3:20])[CH:16]=[C:15]([O:21][CH3:22])[CH:14]=2)[C:5]([C:23]2[C:28]([F:29])=[CH:27][C:26]([F:30])=[CH:25][C:24]=2[F:31])=[C:4]([CH3:32])[N:3]=1, predict the reactants needed to synthesize it. The reactants are: [NH2:1][C:2]1[C:7]([C:8]([O:10]CC)=[O:9])=[C:6]([C:13]2[CH:18]=[C:17]([O:19][CH3:20])[CH:16]=[C:15]([O:21][CH3:22])[CH:14]=2)[C:5]([C:23]2[C:28]([F:29])=[CH:27][C:26]([F:30])=[CH:25][C:24]=2[F:31])=[C:4]([CH3:32])[N:3]=1.[OH-].[Na+]. (2) Given the product [CH3:1][C:2]1[N:7]=[CH:6][C:5]([O:8][C:9]2[C:18]([C:17]([NH:16][CH2:20][C:21]3[CH:22]=[CH:23][C:24]([O:27][CH3:28])=[CH:25][CH:26]=3)=[O:19])=[C:13]([NH:14][C:30]3[CH:35]=[CH:34][C:33]([I:36])=[CH:32][C:31]=3[F:37])[N:12]([CH3:38])[C:11](=[O:39])[CH:10]=2)=[CH:4][CH:3]=1, predict the reactants needed to synthesize it. The reactants are: [CH3:1][C:2]1[N:7]=[CH:6][C:5]([O:8][C:9]2[C:18]3[C:17](=[O:19])[N:16]([CH2:20][C:21]4[CH:26]=[CH:25][C:24]([O:27][CH3:28])=[CH:23][CH:22]=4)C(=O)[N:14]([C:30]4[CH:35]=[CH:34][C:33]([I:36])=[CH:32][C:31]=4[F:37])[C:13]=3[N:12]([CH3:38])[C:11](=[O:39])[CH:10]=2)=[CH:4][CH:3]=1.[OH-].[Li+].C(OCC)(=O)C. (3) Given the product [CH3:1][O:2][C:3]([C:4]1[N:20]=[C:19]([CH:16]2[CH2:18][CH2:17]2)[S:21][C:5]=1[C:6]1[CH:11]=[CH:10][CH:9]=[C:8]([Br:12])[CH:7]=1)=[O:15], predict the reactants needed to synthesize it. The reactants are: [CH3:1][O:2][C:3](=[O:15])[C:4](=O)[CH:5](Cl)[C:6]1[CH:11]=[CH:10][CH:9]=[C:8]([Br:12])[CH:7]=1.[CH:16]1([C:19](=[S:21])[NH2:20])[CH2:18][CH2:17]1.